Dataset: Reaction yield outcomes from USPTO patents with 853,638 reactions. Task: Predict the reaction yield, written as a fraction of the theoretical maximum amount of product (1.0 means a 100% yield; for example, 0.34 means a 34% yield). (1) The reactants are [NH2:1][C:2]1[C:7]([NH2:8])=[C:6]([C:9]2[CH:27]=[CH:26][C:12]([CH2:13][NH:14][C:15]([C:17]3[O:21][N:20]=[C:19]([C:22]([CH3:25])([CH3:24])[CH3:23])[N:18]=3)=[O:16])=[C:11]([F:28])[CH:10]=2)[CH:5]=[CH:4][N:3]=1.[CH3:29][N:30]([CH3:39])[C:31]1[CH:32]=[CH:33][C:34]([CH:37]=O)=[N:35][CH:36]=1. The catalyst is CN(C=O)C. The product is [C:22]([C:19]1[N:18]=[C:17]([C:15]([NH:14][CH2:13][C:12]2[CH:26]=[CH:27][C:9]([C:6]3[CH:5]=[CH:4][N:3]=[C:2]4[NH:1][C:37]([C:34]5[CH:33]=[CH:32][C:31]([N:30]([CH3:39])[CH3:29])=[CH:36][N:35]=5)=[N:8][C:7]=34)=[CH:10][C:11]=2[F:28])=[O:16])[O:21][N:20]=1)([CH3:23])([CH3:24])[CH3:25]. The yield is 0.310. (2) The reactants are [Cl:1][C:2]1[CH:7]=[CH:6][C:5]([CH2:8][CH2:9][NH2:10])=[CH:4][CH:3]=1.[NH:11]1[C:19]2[C:14](=[CH:15][C:16]([C:20](O)=[O:21])=[CH:17][CH:18]=2)[CH:13]=[CH:12]1.CCN(C(C)C)C(C)C.CN(C(ON1N=NC2C=CC=CC1=2)=[N+](C)C)C.F[P-](F)(F)(F)(F)F. The catalyst is C(Cl)Cl.C(OCC)(=O)C.C(#N)C. The product is [Cl:1][C:2]1[CH:7]=[CH:6][C:5]([CH2:8][CH2:9][NH:10][C:20]([C:16]2[CH:15]=[C:14]3[C:19](=[CH:18][CH:17]=2)[NH:11][CH:12]=[CH:13]3)=[O:21])=[CH:4][CH:3]=1. The yield is 0.701. (3) The reactants are [Cl:1][C:2]1[CH:7]=[CH:6][C:5]([C:8]2[C:12]([CH2:13][O:14][C:15]3[CH:23]=[CH:22][C:18]([C:19]([OH:21])=O)=[CH:17][N:16]=3)=[C:11]([CH3:24])[O:10][N:9]=2)=[CH:4][CH:3]=1.[CH3:25][N:26]1[CH:30]=[C:29]([NH2:31])[CH:28]=[N:27]1. The product is [Cl:1][C:2]1[CH:3]=[CH:4][C:5]([C:8]2[C:12]([CH2:13][O:14][C:15]3[CH:23]=[CH:22][C:18]([C:19]([NH:31][C:29]4[CH:28]=[N:27][N:26]([CH3:25])[CH:30]=4)=[O:21])=[CH:17][N:16]=3)=[C:11]([CH3:24])[O:10][N:9]=2)=[CH:6][CH:7]=1. No catalyst specified. The yield is 0.730.